The task is: Predict which catalyst facilitates the given reaction.. This data is from Catalyst prediction with 721,799 reactions and 888 catalyst types from USPTO. (1) Reactant: [NH2:1][C:2]1[C:3]([F:10])=[CH:4][C:5]([Cl:9])=[C:6]([OH:8])[CH:7]=1.Cl[C:12]1[CH:17]=[CH:16][C:15]([N+:18]([O-:20])=[O:19])=[CH:14][N:13]=1.C(=O)([O-])[O-].[K+].[K+].[Cl-].[NH4+]. Product: [Cl:9][C:5]1[C:6]([O:8][C:12]2[CH:17]=[CH:16][C:15]([N+:18]([O-:20])=[O:19])=[CH:14][N:13]=2)=[CH:7][C:2]([NH2:1])=[C:3]([F:10])[CH:4]=1. The catalyst class is: 9. (2) Reactant: C(=O)([O-])[O-].[K+].[K+].[O:7]=[C:8]1[NH:17][CH:16]([C:18]2[CH:25]=[CH:24][C:21]([C:22]#[N:23])=[CH:20][CH:19]=2)[C:15]2[C:14](=[O:26])[CH2:13][CH2:12][CH2:11][C:10]=2[N:9]1[C:27]1[CH:32]=[CH:31][CH:30]=[C:29]([C:33]([F:36])([F:35])[F:34])[CH:28]=1.Br[CH2:38][CH:39]1[CH2:43][CH2:42][O:41][CH2:40]1. Product: [F:35][C:33]([F:36])([F:34])[C:29]1[CH:28]=[C:27]([N:9]2[C:10]3[CH2:11][CH2:12][CH2:13][C:14](=[O:26])[C:15]=3[CH:16]([C:18]3[CH:19]=[CH:20][C:21]([C:22]#[N:23])=[CH:24][CH:25]=3)[N:17]([CH2:38][CH:39]3[CH2:43][CH2:42][O:41][CH2:40]3)[C:8]2=[O:7])[CH:32]=[CH:31][CH:30]=1. The catalyst class is: 9. (3) Reactant: Br[C:2]1[CH:3]=[CH:4][C:5]2[CH:6]=[CH:7][C:8]3[C:13]([C:14]=2[CH:15]=1)=[CH:12][C:11]([Cl:16])=[CH:10][CH:9]=3.C[Li].C([Li])CCC.[CH:24]1([CH:27]=[O:28])[CH2:26][CH2:25]1. Product: [Cl:16][C:11]1[CH:12]=[C:13]2[C:8](=[CH:9][CH:10]=1)[CH:7]=[CH:6][C:5]1[CH:4]=[CH:3][C:2]([CH:27]([CH:24]3[CH2:26][CH2:25]3)[OH:28])=[CH:15][C:14]2=1. The catalyst class is: 1. (4) Reactant: C(OC(=O)[N:10]([CH:41]1[CH2:46][CH2:45][CH2:44][CH2:43][CH2:42]1)[CH2:11][C:12]1[CH:17]=[CH:16][C:15]([NH:18][CH2:19][C:20]2[CH:25]=[CH:24][C:23]([CH2:26][N:27]([CH2:35][C:36]3[NH:37][CH:38]=[CH:39][N:40]=3)[CH2:28][C:29]3[N:30]([CH3:34])[CH:31]=[CH:32][N:33]=3)=[CH:22][CH:21]=2)=[CH:14][CH:13]=1)C1C=CC=CC=1.[H][H].C[OH:51]. Product: [CH:41]1([NH:10][CH2:11][C:12]2[CH:13]=[CH:14][C:15]([NH:18][C:19](=[O:51])[C:20]3[CH:21]=[CH:22][C:23]([CH2:26][N:27]([CH2:35][C:36]4[NH:40][CH:39]=[CH:38][N:37]=4)[CH2:28][C:29]4[N:30]([CH3:34])[CH:31]=[CH:32][N:33]=4)=[CH:24][CH:25]=3)=[CH:16][CH:17]=2)[CH2:42][CH2:43][CH2:44][CH2:45][CH2:46]1. The catalyst class is: 178.